This data is from Blood-brain barrier permeability classification from the B3DB database. The task is: Regression/Classification. Given a drug SMILES string, predict its absorption, distribution, metabolism, or excretion properties. Task type varies by dataset: regression for continuous measurements (e.g., permeability, clearance, half-life) or binary classification for categorical outcomes (e.g., BBB penetration, CYP inhibition). Dataset: b3db_classification. (1) The compound is CNC1C(O)C(OC2C(NC(=O)C(O)CN)CC(N)C(OC3OC(CN)C(O)C(O)C3O)C2O)OCC1(C)O. The result is 0 (does not penetrate BBB). (2) The compound is CCCCCOC(=O)Nc1nc(=O)n([C@@H]2O[C@@H](C)[C@@H](O)[C@H]2O)cc1F. The result is 1 (penetrates BBB). (3) The molecule is O=C(Cc1ccc(Cl)c(Cl)c1)N1CCc2[nH]cnc2C1CN1CCCC1. The result is 0 (does not penetrate BBB).